Dataset: Forward reaction prediction with 1.9M reactions from USPTO patents (1976-2016). Task: Predict the product of the given reaction. (1) The product is: [C:22]([NH:21][C:18]1[CH:19]=[CH:20][C:15]([S:12]([NH:11][C@H:8]([C:9]#[N:10])[CH2:7][C:6]([OH:38])=[O:5])(=[O:14])=[O:13])=[C:16]([O:25][CH2:26][CH2:27][C:28]2[CH:37]=[CH:36][CH:35]=[C:34]3[C:29]=2[CH:30]=[CH:31][CH:32]=[N:33]3)[CH:17]=1)(=[O:24])[CH3:23]. Given the reactants C([O:5][C:6](=[O:38])[CH2:7][C@H:8]([NH:11][S:12]([C:15]1[CH:20]=[CH:19][C:18]([NH:21][C:22](=[O:24])[CH3:23])=[CH:17][C:16]=1[O:25][CH2:26][CH2:27][C:28]1[CH:37]=[CH:36][CH:35]=[C:34]2[C:29]=1[CH:30]=[CH:31][CH:32]=[N:33]2)(=[O:14])=[O:13])[C:9]#[N:10])(C)(C)C, predict the reaction product. (2) Given the reactants [H-].[Na+].[C:3]([O:10][CH3:11])(=[O:9])[CH2:4][C:5]([O:7][CH3:8])=[O:6].F[C:13]1[CH:23]=[CH:22][C:16]([C:17]([O:19][CH2:20][CH3:21])=[O:18])=[CH:15][C:14]=1[N+:24]([O-:26])=[O:25].[Cl-].[NH4+], predict the reaction product. The product is: [CH3:8][O:7][C:5]([CH:4]([C:3]([O:10][CH3:11])=[O:9])[C:13]1[CH:23]=[CH:22][C:16]([C:17]([O:19][CH2:20][CH3:21])=[O:18])=[CH:15][C:14]=1[N+:24]([O-:26])=[O:25])=[O:6]. (3) Given the reactants C([N:4]1[C@H:9]([CH3:10])[CH2:8][N:7]([C@H:11]([C:19]2[CH:23]=[CH:22][S:21][CH:20]=2)[C:12]2[CH:13]=[C:14]([OH:18])[CH:15]=[CH:16][CH:17]=2)[C@@H:6]([CH3:24])[CH2:5]1)C=C, predict the reaction product. The product is: [CH3:24][C@H:6]1[CH2:5][NH:4][C@H:9]([CH3:10])[CH2:8][N:7]1[C@H:11]([C:19]1[CH:23]=[CH:22][S:21][CH:20]=1)[C:12]1[CH:13]=[C:14]([OH:18])[CH:15]=[CH:16][CH:17]=1. (4) Given the reactants [C:1]([O:5][C:6]([N:8]1[CH2:12][C:11]([F:14])([F:13])[CH2:10][C@H:9]1[C:15]([OH:17])=O)=[O:7])([CH3:4])([CH3:3])[CH3:2].CN(C(ON1N=NC2C=CC=NC1=2)=[N+](C)C)C.F[P-](F)(F)(F)(F)F.Cl.[NH2:43][CH2:44][C:45]([C:47]1[CH:52]=[CH:51][C:50]([Br:53])=[CH:49][CH:48]=1)=[O:46].CCN(C(C)C)C(C)C, predict the reaction product. The product is: [Br:53][C:50]1[CH:49]=[CH:48][C:47]([C:45](=[O:46])[CH2:44][NH:43][C:15]([C@@H:9]2[CH2:10][C:11]([F:13])([F:14])[CH2:12][N:8]2[C:6]([O:5][C:1]([CH3:2])([CH3:3])[CH3:4])=[O:7])=[O:17])=[CH:52][CH:51]=1. (5) Given the reactants [OH-].[Li+].C[O:4][C:5]([C:7]1[CH:44]=[CH:43][C:10]([CH2:11][CH:12](/[CH:25]=[CH:26]/[C:27]2[CH:32]=[CH:31][CH:30]=[CH:29][C:28]=2[O:33][CH2:34][CH2:35][CH2:36][N:37]2[CH2:41][CH2:40][CH2:39][C:38]2=[O:42])[CH2:13][CH2:14][C:15]2[CH:24]=[CH:23][C:18]([C:19]([O:21]C)=[O:20])=[CH:17][CH:16]=2)=[CH:9][CH:8]=1)=[O:6], predict the reaction product. The product is: [C:5]([C:7]1[CH:8]=[CH:9][C:10]([CH2:11][CH:12](/[CH:25]=[CH:26]/[C:27]2[CH:32]=[CH:31][CH:30]=[CH:29][C:28]=2[O:33][CH2:34][CH2:35][CH2:36][N:37]2[CH2:41][CH2:40][CH2:39][C:38]2=[O:42])[CH2:13][CH2:14][C:15]2[CH:24]=[CH:23][C:18]([C:19]([OH:21])=[O:20])=[CH:17][CH:16]=2)=[CH:43][CH:44]=1)([OH:6])=[O:4]. (6) Given the reactants [C:1]([C:4]1[CH:9]=[CH:8][C:7]([C:10]2[CH:15]=[CH:14][C:13]([O:16][CH3:17])=[C:12]([CH2:18][NH:19][CH:20]3[CH2:25][CH2:24][CH:23]([N:26]([CH3:34])[C:27](=[O:33])[O:28][C:29]([CH3:32])([CH3:31])[CH3:30])[CH2:22][CH2:21]3)[CH:11]=2)=[CH:6][CH:5]=1)(=[O:3])[NH2:2].[Cl:35][C:36]1[C:37]2[C:47]([F:48])=[CH:46][CH:45]=[CH:44][C:38]=2[S:39][C:40]=1[C:41](Cl)=[O:42], predict the reaction product. The product is: [C:1]([C:4]1[CH:5]=[CH:6][C:7]([C:10]2[CH:15]=[CH:14][C:13]([O:16][CH3:17])=[C:12]([CH2:18][N:19]([C:41]([C:40]3[S:39][C:38]4[CH:44]=[CH:45][CH:46]=[C:47]([F:48])[C:37]=4[C:36]=3[Cl:35])=[O:42])[CH:20]3[CH2:25][CH2:24][CH:23]([N:26]([CH3:34])[C:27](=[O:33])[O:28][C:29]([CH3:31])([CH3:30])[CH3:32])[CH2:22][CH2:21]3)[CH:11]=2)=[CH:8][CH:9]=1)(=[O:3])[NH2:2].